From a dataset of Full USPTO retrosynthesis dataset with 1.9M reactions from patents (1976-2016). Predict the reactants needed to synthesize the given product. (1) The reactants are: [N+:1]([O-])([O:3]C(=O)C)=[O:2].[O:8]1[C:12]2[CH:13]=[CH:14][CH:15]=[CH:16][C:11]=2[N:10]=[C:9]1[S:17][CH2:18][CH2:19][N:20]1[CH2:25][CH2:24][N:23]([CH2:26][C:27]([NH:29][C:30]2[C:35]([CH:36]([CH3:38])[CH3:37])=[CH:34][CH:33]=[C:32]([OH:39])[C:31]=2[CH:40]([CH3:42])[CH3:41])=[O:28])[CH2:22][CH2:21]1.C(=O)(O)[O-].[Na+]. Given the product [O:8]1[C:12]2[CH:13]=[CH:14][CH:15]=[CH:16][C:11]=2[N:10]=[C:9]1[S:17][CH2:18][CH2:19][N:20]1[CH2:25][CH2:24][N:23]([CH2:26][C:27]([NH:29][C:30]2[C:35]([CH:36]([CH3:37])[CH3:38])=[CH:34][C:33]([N+:1]([O-:3])=[O:2])=[C:32]([OH:39])[C:31]=2[CH:40]([CH3:42])[CH3:41])=[O:28])[CH2:22][CH2:21]1, predict the reactants needed to synthesize it. (2) The reactants are: [CH:1]#[C:2][CH2:3][CH2:4][CH2:5][CH2:6][CH2:7][CH3:8].[Li]CCCC.[Cl:14][C:15]1[CH:20]=[C:19]([F:21])[CH:18]=[CH:17][C:16]=1[C:22]([CH3:42])([CH3:41])[CH2:23][C:24](=[O:40])[C:25]([NH:27][C:28]1[CH:29]=[CH:30][C:31]2[C:36](=[O:37])[O:35][N:34]=[C:33]([CH3:38])[C:32]=2[CH:39]=1)=[O:26]. Given the product [Cl:14][C:15]1[CH:20]=[C:19]([F:21])[CH:18]=[CH:17][C:16]=1[C:22]([CH3:42])([CH3:41])[CH2:23][C:24]([OH:40])([C:1]#[C:2][CH2:3][CH2:4][CH2:5][CH2:6][CH2:7][CH3:8])[C:25]([NH:27][C:28]1[CH:29]=[CH:30][C:31]2[C:36](=[O:37])[O:35][N:34]=[C:33]([CH3:38])[C:32]=2[CH:39]=1)=[O:26], predict the reactants needed to synthesize it. (3) Given the product [CH3:16][C:4]1[N:5]([C:8]2[N:13]=[CH:12][N:11]([CH3:14])[C:10](=[O:15])[CH:9]=2)[C:6]([CH3:7])=[C:2]([C:18]#[C:17][C:19]2[CH:20]=[C:21]([CH3:25])[CH:22]=[CH:23][CH:24]=2)[N:3]=1, predict the reactants needed to synthesize it. The reactants are: I[C:2]1[N:3]=[C:4]([CH3:16])[N:5]([C:8]2[N:13]=[CH:12][N:11]([CH3:14])[C:10](=[O:15])[CH:9]=2)[C:6]=1[CH3:7].[C:17]([C:19]1[CH:24]=[CH:23][CH:22]=[C:21]([CH3:25])[CH:20]=1)#[CH:18]. (4) Given the product [C:24]([O:23][C:21]([NH:13][CH:5]([CH2:6][C:7]1[S:8][CH:9]=[CH:10][C:11]=1[F:12])[C:2]([OH:4])=[O:3])=[O:22])([CH3:27])([CH3:26])[CH3:25], predict the reactants needed to synthesize it. The reactants are: [Cl-].[C:2]([CH:5]([NH3+:13])[CH2:6][C:7]1[S:8][CH:9]=[CH:10][C:11]=1[F:12])([OH:4])=[O:3].C(N(CC)CC)C.[C:21](O[C:21]([O:23][C:24]([CH3:27])([CH3:26])[CH3:25])=[O:22])([O:23][C:24]([CH3:27])([CH3:26])[CH3:25])=[O:22]. (5) The reactants are: [OH:1][C:2]1[CH:3]=[C:4]([C:8]([C:11]2[CH:12]=[C:13]([CH:16]=[CH:17][CH:18]=2)[C:14]#[N:15])([CH3:10])[CH3:9])[CH:5]=[CH:6][CH:7]=1.[O:19](S(C(F)(F)F)(=O)=O)[S:20]([C:23]([F:26])([F:25])[F:24])(=O)=[O:21]. Given the product [F:24][C:23]([F:26])([F:25])[S:20]([O:1][C:2]1[CH:7]=[CH:6][CH:5]=[C:4]([C:8]([C:11]2[CH:18]=[CH:17][CH:16]=[C:13]([C:14]#[N:15])[CH:12]=2)([CH3:9])[CH3:10])[CH:3]=1)(=[O:21])=[O:19], predict the reactants needed to synthesize it. (6) Given the product [CH2:1]([O:8][C:9]1[CH:10]=[C:11]([C:15]2[N:16]=[C:17]([C:25]([CH3:28])([CH3:27])[CH3:26])[N:18]3[CH:23]=[CH:22][N:21]=[C:20]([NH2:49])[C:19]=23)[CH:12]=[CH:13][CH:14]=1)[C:2]1[CH:7]=[CH:6][CH:5]=[CH:4][CH:3]=1, predict the reactants needed to synthesize it. The reactants are: [CH2:1]([O:8][C:9]1[CH:10]=[C:11]([C:15]2[N:16]=[C:17]([C:25]([CH3:28])([CH3:27])[CH3:26])[N:18]3[CH:23]=[CH:22][N:21]=[C:20](Cl)[C:19]=23)[CH:12]=[CH:13][CH:14]=1)[C:2]1[CH:7]=[CH:6][CH:5]=[CH:4][CH:3]=1.O=P(Cl)(Cl)Cl.C(OC1C=C(C(C2C(Cl)=NC=CN=2)[NH:49]C(=O)C(C)(C)C)C=CC=1)C1C=CC=CC=1. (7) Given the product [NH2:59][C:27]1[CH:32]=[C:31]([O:33][C:34]2[CH:39]=[CH:38][C:37]([NH:40][C:41]3[CH:46]=[C:45]([C:47]4[CH:52]=[CH:51][CH:50]=[CH:49][CH:48]=4)[N:44]=[C:43]([NH2:53])[N:42]=3)=[CH:36][CH:35]=2)[CH:30]=[CH:29][N:28]=1, predict the reactants needed to synthesize it. The reactants are: C1(P(C2CCCCC2)C2C=CC=CC=2C2C=CC=CC=2)CCCCC1.Cl[C:27]1[CH:32]=[C:31]([O:33][C:34]2[CH:39]=[CH:38][C:37]([NH:40][C:41]3[CH:46]=[C:45]([C:47]4[CH:52]=[CH:51][CH:50]=[CH:49][CH:48]=4)[N:44]=[C:43]([NH2:53])[N:42]=3)=[CH:36][CH:35]=2)[CH:30]=[CH:29][N:28]=1.[Li+].C[Si]([N-:59][Si](C)(C)C)(C)C.Cl.[OH-].[Na+].